Dataset: CYP2C9 inhibition data for predicting drug metabolism from PubChem BioAssay. Task: Regression/Classification. Given a drug SMILES string, predict its absorption, distribution, metabolism, or excretion properties. Task type varies by dataset: regression for continuous measurements (e.g., permeability, clearance, half-life) or binary classification for categorical outcomes (e.g., BBB penetration, CYP inhibition). Dataset: cyp2c9_veith. (1) The result is 0 (non-inhibitor). The drug is C#CCCCO/N=C1/C[C@@H](O)[C@@H](O)[C@@H]2[C@@H]3C(=O)N(CCC(=O)OCC)C(=O)[C@H]3CC[C@@H]12. (2) The result is 0 (non-inhibitor). The drug is COc1ccc(-n2cnc3sc(-c4ccccc4)cc3c2=O)cc1. (3) The compound is COc1cc(/C=N\Nc2nc3ccccc3[nH]2)cc(OC)c1OC. The result is 1 (inhibitor). (4) The compound is c1ccc(-c2ccc(N3CC[C@@]4(CCCNC4)C3)cc2)cc1. The result is 0 (non-inhibitor). (5) The drug is CC(=O)N1CCC[C@@]2(CCN(c3ncccn3)C2)C1. The result is 0 (non-inhibitor).